This data is from Reaction yield outcomes from USPTO patents with 853,638 reactions. The task is: Predict the reaction yield, written as a fraction of the theoretical maximum amount of product (1.0 means a 100% yield; for example, 0.34 means a 34% yield). (1) The reactants are [OH:1][N:2]=[CH:3][C:4]1[N:9]=[C:8]([CH3:10])[N:7]=[C:6]([C:11]([NH:13][CH2:14][C:15]2[CH:20]=[CH:19][C:18]([O:21][CH3:22])=[CH:17][CH:16]=2)=[O:12])[CH:5]=1.[CH2:23]=[CH:24][C:25]1[CH:30]=[CH:29][CH:28]=[CH:27][CH:26]=1.Cl[O-].[Na+]. The catalyst is C(Cl)Cl.O. The product is [CH3:22][O:21][C:18]1[CH:17]=[CH:16][C:15]([CH2:14][NH:13][C:11]([C:6]2[CH:5]=[C:4]([C:3]3[CH2:23][CH:24]([C:25]4[CH:30]=[CH:29][CH:28]=[CH:27][CH:26]=4)[O:1][N:2]=3)[N:9]=[C:8]([CH3:10])[N:7]=2)=[O:12])=[CH:20][CH:19]=1. The yield is 0.340. (2) The yield is 0.410. The catalyst is ClC(Cl)C.CC(C)=O.ClCCl. The product is [CH:40]([N:12]1[CH2:11][CH2:10][N:9]([CH2:13][C:14]2[CH:19]=[CH:18][C:17]([C:20]3[CH:25]=[CH:24][CH:23]=[CH:22][C:21]=3[C:26]([F:28])([F:29])[F:27])=[CH:16][CH:15]=2)[CH2:8][CH:7]1[C:1]1[CH:2]=[CH:3][CH:4]=[CH:5][CH:6]=1)([CH3:41])[CH3:44]. The reactants are [C:1]1([CH:7]2[NH:12][CH2:11][CH2:10][N:9]([CH2:13][C:14]3[CH:19]=[CH:18][C:17]([C:20]4[CH:25]=[CH:24][CH:23]=[CH:22][C:21]=4[C:26]([F:29])([F:28])[F:27])=[CH:16][CH:15]=3)[CH2:8]2)[CH:6]=[CH:5][CH:4]=[CH:3][CH:2]=1.C(O[BH-](O[C:40](=O)[CH3:41])OC(=O)C)(=O)C.[Na+].[C:44](O)(=O)C. (3) The reactants are Br[C:2]1[CH:7]=[CH:6][C:5]([CH3:8])=[CH:4][CH:3]=1.[C:9]1([CH2:15][CH2:16][NH2:17])[CH2:14][CH2:13][CH2:12][CH2:11][CH:10]=1. No catalyst specified. The product is [CH3:8][C:5]1[CH:6]=[CH:7][C:2]([NH:17][CH2:16][CH2:15][C:9]2[CH2:14][CH2:13][CH2:12][CH2:11][CH:10]=2)=[CH:3][CH:4]=1. The yield is 0.950. (4) The reactants are [N+:1]([O-:4])([OH:3])=O.[N+:5]([C:8]1[N:9]=[CH:10][NH:11][CH:12]=1)([O-:7])=[O:6].C(OC(=O)C)(=O)C. The catalyst is C(O)(=O)C. The product is [N+:1]([N:11]1[CH:12]=[C:8]([N+:5]([O-:7])=[O:6])[N:9]=[CH:10]1)([O-:4])=[O:3]. The yield is 0.691. (5) The reactants are [OH:1][C:2]1[CH:7]=[CH:6][C:5]([SH:8])=[CH:4][CH:3]=1.[O:9]1[CH:14]=[CH:13][CH2:12][CH2:11][CH2:10]1. The catalyst is ClCCl.C1(C)C=CC(S(O)(=O)=O)=CC=1. The yield is 0.660. The product is [O:9]1[CH2:14][CH2:13][CH2:12][CH2:11][CH:10]1[S:8][C:5]1[CH:6]=[CH:7][C:2]([OH:1])=[CH:3][CH:4]=1.